Dataset: Forward reaction prediction with 1.9M reactions from USPTO patents (1976-2016). Task: Predict the product of the given reaction. (1) Given the reactants [Si]([O:8][C:9]1[CH:10]=[C:11]([CH:17]=[C:18]([Br:20])[Br:19])[CH:12]=[CH:13][C:14]=1[O:15][CH3:16])(C(C)(C)C)(C)C.[F-].C([N+](CCCC)(CCCC)CCCC)CCC.O, predict the reaction product. The product is: [Br:19][C:18]([Br:20])=[CH:17][C:11]1[CH:12]=[CH:13][C:14]([O:15][CH3:16])=[C:9]([OH:8])[CH:10]=1. (2) Given the reactants [C:1]([NH:9][CH:10]1[CH2:15][CH2:14][N:13]([NH:16][C:17]([C:19]2[CH:38]=[CH:37][C:22]3[N:23]([CH3:36])[C:24]([CH2:26][CH2:27][C:28]4[CH:33]=[CH:32][C:31]([C:34]#[N:35])=[CH:30][CH:29]=4)=[N:25][C:21]=3[CH:20]=2)=[O:18])[CH2:12][CH2:11]1)(=[O:8])[C:2]1[CH:7]=[CH:6][CH:5]=[CH:4][CH:3]=1, predict the reaction product. The product is: [C:1]([NH:9][CH:10]1[CH2:15][CH2:14][N:13]([NH:16][C:17]([C:19]2[CH:38]=[CH:37][C:22]3[N:23]([CH3:36])[C:24]([CH2:26][CH2:27][C:28]4[CH:33]=[CH:32][C:31]([CH2:34][NH2:35])=[CH:30][CH:29]=4)=[N:25][C:21]=3[CH:20]=2)=[O:18])[CH2:12][CH2:11]1)(=[O:8])[C:2]1[CH:3]=[CH:4][CH:5]=[CH:6][CH:7]=1. (3) Given the reactants [Cl:1][C:2]1[CH:7]=[C:6]([C:8](=[O:10])[CH3:9])[CH:5]=[C:4]([Cl:11])[N:3]=1.[CH2:12](O)[CH2:13][OH:14].Cl[Si](C)(C)C, predict the reaction product. The product is: [Cl:1][C:2]1[CH:7]=[C:6]([C:8]2([CH3:9])[O:14][CH2:13][CH2:12][O:10]2)[CH:5]=[C:4]([Cl:11])[N:3]=1. (4) The product is: [C:1]([NH:4][C@@H:5]([CH2:9][CH2:10][PH:11]([CH2:13][OH:14])=[O:12])[C:6]([OH:8])=[O:7])(=[O:3])[CH3:2]. Given the reactants [C:1]([NH:4]/[C:5](=[CH:9]\[CH2:10][PH:11]([CH2:13][OH:14])=[O:12])/[C:6]([OH:8])=[O:7])(=[O:3])[CH3:2].[H][H], predict the reaction product. (5) Given the reactants [O:1]=[C:2]([NH:12][S:13]([C:16]1[CH:21]=[CH:20][C:19]([O:22][CH2:23][CH2:24][CH2:25][CH2:26][CH3:27])=[CH:18][CH:17]=1)(=[O:15])=[O:14])[CH2:3][NH:4]C(=O)OCCCC.[ClH:28], predict the reaction product. The product is: [ClH:28].[NH2:4][CH2:3][C:2]([NH:12][S:13]([C:16]1[CH:21]=[CH:20][C:19]([O:22][CH2:23][CH2:24][CH2:25][CH2:26][CH3:27])=[CH:18][CH:17]=1)(=[O:15])=[O:14])=[O:1]. (6) Given the reactants [CH:1]([N:14]1[CH2:17][CH:16]([CH2:18]O)[CH2:15]1)([C:8]1[CH:13]=[CH:12][CH:11]=[CH:10][CH:9]=1)[C:2]1[CH:7]=[CH:6][CH:5]=[CH:4][CH:3]=1.S(Cl)([Cl:22])=O, predict the reaction product. The product is: [ClH:22].[CH:1]([N:14]1[CH2:17][CH:16]([CH2:18][Cl:22])[CH2:15]1)([C:8]1[CH:13]=[CH:12][CH:11]=[CH:10][CH:9]=1)[C:2]1[CH:7]=[CH:6][CH:5]=[CH:4][CH:3]=1.